This data is from Reaction yield outcomes from USPTO patents with 853,638 reactions. The task is: Predict the reaction yield, written as a fraction of the theoretical maximum amount of product (1.0 means a 100% yield; for example, 0.34 means a 34% yield). (1) The reactants are [NH2:1][C:2]1[CH:7]=[CH:6][C:5]([CH2:8][CH2:9][C:10]([NH2:12])=[O:11])=[CH:4][CH:3]=1.[Br:13]N1C(=O)CCC1=O. The catalyst is C(Cl)Cl.CC#N.[Cl-].[Na+].O. The product is [NH2:1][C:2]1[CH:3]=[CH:4][C:5]([CH2:8][CH2:9][C:10]([NH2:12])=[O:11])=[CH:6][C:7]=1[Br:13]. The yield is 0.810. (2) The reactants are N[N:2]1[CH:7]=[CH:6][C:5]([Cl:8])=[N:4][CH2:3]1.[H-].[Na+].[Cl:11][C:12]1[CH:17]=[CH:16][CH:15]=[C:14]([Cl:18])[C:13]=1[C:19]1[S:20][C:21]2[C:26](S(C)(=O)=O)=[N:25][CH:24]=[N:23][C:22]=2[N:31]=1.C[N:33](C=O)C. No catalyst specified. The product is [Cl:8][C:5]1[N:4]=[CH:3][N:2]=[C:7]([NH:33][C:26]2[C:21]3[S:20][C:19]([C:13]4[C:12]([Cl:11])=[CH:17][CH:16]=[CH:15][C:14]=4[Cl:18])=[N:31][C:22]=3[N:23]=[CH:24][N:25]=2)[CH:6]=1. The yield is 0.710. (3) The product is [Cl:26][C:21]1[CH:22]=[CH:23][CH:24]=[CH:25][C:20]=1[N:19]1[C:15]([C:13]2[N:14]=[C:7]3[C:6]4[CH:28]=[C:2]([C:33]5[CH:34]=[N:29][CH:30]=[N:31][CH:32]=5)[CH:3]=[CH:4][C:5]=4[O:11][CH2:10][CH2:9][N:8]3[CH:12]=2)=[N:16][C:17]([NH2:27])=[N:18]1. The yield is 0.0830. The catalyst is O1CCOCC1.C1C=CC(P(C2C=CC=CC=2)[C-]2C=CC=C2)=CC=1.C1C=CC(P(C2C=CC=CC=2)[C-]2C=CC=C2)=CC=1.Cl[Pd]Cl.[Fe+2]. The reactants are Br[C:2]1[CH:3]=[CH:4][C:5]2[O:11][CH2:10][CH2:9][N:8]3[CH:12]=[C:13]([C:15]4[N:19]([C:20]5[CH:25]=[CH:24][CH:23]=[CH:22][C:21]=5[Cl:26])[N:18]=[C:17]([NH2:27])[N:16]=4)[N:14]=[C:7]3[C:6]=2[CH:28]=1.[N:29]1[CH:34]=[C:33](B(O)O)[CH:32]=[N:31][CH:30]=1.C([O-])([O-])=O.[Cs+].[Cs+].O.